This data is from Forward reaction prediction with 1.9M reactions from USPTO patents (1976-2016). The task is: Predict the product of the given reaction. (1) Given the reactants [ClH:1].C(OC([N:9]([CH:43]1[CH2:47][CH2:46][CH2:45][CH2:44]1)[CH2:10][CH2:11][CH2:12][C:13]1[CH:18]=[CH:17][C:16]([C:19]([C:21]2[N:29]3[C:24]([CH:25]=[C:26]([C:30]([N:32]([CH:38]([CH3:40])[CH3:39])[CH2:33][C:34]([O:36][CH3:37])=[O:35])=[O:31])[CH:27]=[CH:28]3)=[CH:23][C:22]=2[CH2:41][CH3:42])=[O:20])=[CH:15][CH:14]=1)=O)(C)(C)C, predict the reaction product. The product is: [ClH:1].[CH:43]1([NH:9][CH2:10][CH2:11][CH2:12][C:13]2[CH:18]=[CH:17][C:16]([C:19]([C:21]3[N:29]4[C:24]([CH:25]=[C:26]([C:30]([N:32]([CH:38]([CH3:39])[CH3:40])[CH2:33][C:34]([O:36][CH3:37])=[O:35])=[O:31])[CH:27]=[CH:28]4)=[CH:23][C:22]=3[CH2:41][CH3:42])=[O:20])=[CH:15][CH:14]=2)[CH2:47][CH2:46][CH2:45][CH2:44]1. (2) Given the reactants [Cl:1][C:2]1[N:6]2[CH:7]=[C:8]([O:15][CH:16]([F:18])[F:17])[CH:9]=[C:10]([C:11]([F:14])([F:13])[F:12])[C:5]2=[N:4][C:3]=1[C:19]([O:21]C)=[O:20].[OH-].[Na+].Cl, predict the reaction product. The product is: [Cl:1][C:2]1[N:6]2[CH:7]=[C:8]([O:15][CH:16]([F:18])[F:17])[CH:9]=[C:10]([C:11]([F:13])([F:14])[F:12])[C:5]2=[N:4][C:3]=1[C:19]([OH:21])=[O:20]. (3) Given the reactants [Br:1][C:2]1[CH:7]=[CH:6][C:5]([F:8])=[CH:4][C:3]=1[OH:9].IC.[C:12](=O)([O-])[O-].[K+].[K+].O, predict the reaction product. The product is: [Br:1][C:2]1[CH:7]=[CH:6][C:5]([F:8])=[CH:4][C:3]=1[O:9][CH3:12].